From a dataset of NCI-60 drug combinations with 297,098 pairs across 59 cell lines. Regression. Given two drug SMILES strings and cell line genomic features, predict the synergy score measuring deviation from expected non-interaction effect. (1) Drug 1: CC1OCC2C(O1)C(C(C(O2)OC3C4COC(=O)C4C(C5=CC6=C(C=C35)OCO6)C7=CC(=C(C(=C7)OC)O)OC)O)O. Drug 2: CC12CCC3C(C1CCC2O)C(CC4=C3C=CC(=C4)O)CCCCCCCCCS(=O)CCCC(C(F)(F)F)(F)F. Cell line: SF-295. Synergy scores: CSS=39.6, Synergy_ZIP=-1.12, Synergy_Bliss=-2.90, Synergy_Loewe=-6.59, Synergy_HSA=-2.60. (2) Drug 1: CC1OCC2C(O1)C(C(C(O2)OC3C4COC(=O)C4C(C5=CC6=C(C=C35)OCO6)C7=CC(=C(C(=C7)OC)O)OC)O)O. Drug 2: CC1CCCC2(C(O2)CC(NC(=O)CC(C(C(=O)C(C1O)C)(C)C)O)C(=CC3=CSC(=N3)C)C)C. Cell line: T-47D. Synergy scores: CSS=31.2, Synergy_ZIP=-9.99, Synergy_Bliss=-1.05, Synergy_Loewe=-0.118, Synergy_HSA=0.0206. (3) Drug 1: C1=NC2=C(N=C(N=C2N1C3C(C(C(O3)CO)O)O)F)N. Synergy scores: CSS=0.434, Synergy_ZIP=-1.49, Synergy_Bliss=-5.23, Synergy_Loewe=-1.58, Synergy_HSA=-4.98. Cell line: OVCAR3. Drug 2: C1=NC2=C(N=C(N=C2N1C3C(C(C(O3)CO)O)F)Cl)N. (4) Drug 1: C1=CC(=CC=C1CCCC(=O)O)N(CCCl)CCCl. Drug 2: C1=CC(=CC=C1C#N)C(C2=CC=C(C=C2)C#N)N3C=NC=N3. Cell line: UACC-257. Synergy scores: CSS=-1.95, Synergy_ZIP=-3.06, Synergy_Bliss=-6.30, Synergy_Loewe=-7.38, Synergy_HSA=-6.96. (5) Drug 1: C1C(C(OC1N2C=NC3=C(N=C(N=C32)Cl)N)CO)O. Drug 2: CS(=O)(=O)OCCCCOS(=O)(=O)C. Cell line: SK-MEL-28. Synergy scores: CSS=11.2, Synergy_ZIP=-7.54, Synergy_Bliss=-8.82, Synergy_Loewe=-16.6, Synergy_HSA=-7.61. (6) Drug 1: C1=CC=C(C(=C1)C(C2=CC=C(C=C2)Cl)C(Cl)Cl)Cl. Drug 2: C1CNP(=O)(OC1)N(CCCl)CCCl. Cell line: A498. Synergy scores: CSS=3.91, Synergy_ZIP=-1.01, Synergy_Bliss=1.34, Synergy_Loewe=-1.08, Synergy_HSA=-0.851. (7) Drug 1: C1=NC2=C(N1)C(=S)N=C(N2)N. Drug 2: CCC1=C2CN3C(=CC4=C(C3=O)COC(=O)C4(CC)O)C2=NC5=C1C=C(C=C5)O. Cell line: HCC-2998. Synergy scores: CSS=29.3, Synergy_ZIP=-5.19, Synergy_Bliss=1.73, Synergy_Loewe=-1.27, Synergy_HSA=4.29. (8) Drug 1: C1=C(C(=O)NC(=O)N1)N(CCCl)CCCl. Drug 2: C1CNP(=O)(OC1)N(CCCl)CCCl. Cell line: SF-539. Synergy scores: CSS=33.4, Synergy_ZIP=1.84, Synergy_Bliss=0.582, Synergy_Loewe=-35.7, Synergy_HSA=-4.89.